The task is: Predict the reactants needed to synthesize the given product.. This data is from Full USPTO retrosynthesis dataset with 1.9M reactions from patents (1976-2016). (1) Given the product [Cl:1][C:2]1[CH:7]=[CH:6][CH:5]=[CH:4][C:3]=1[C:8]1[N:26]([CH2:27][CH:28]2[O:64][CH2:32][CH2:31][N:30]([C:34]([O:36][C:37]([CH3:39])([CH3:38])[CH3:40])=[O:35])[CH2:29]2)[C:11]2[N:12]=[C:13]([NH:16][CH2:17][C:18]3[CH:23]=[CH:22][C:21]([F:24])=[C:20]([F:25])[CH:19]=3)[N:14]=[CH:15][C:10]=2[CH:9]=1, predict the reactants needed to synthesize it. The reactants are: [Cl:1][C:2]1[CH:7]=[CH:6][CH:5]=[CH:4][C:3]=1[C:8]1[N:26]([CH2:27][C@H:28]2C[CH2:32][CH2:31][N:30]([C:34]([O:36][C:37]([CH3:40])([CH3:39])[CH3:38])=[O:35])[CH2:29]2)[C:11]2[N:12]=[C:13]([NH:16][CH2:17][C:18]3[CH:23]=[CH:22][C:21]([F:24])=[C:20]([F:25])[CH:19]=3)[N:14]=[CH:15][C:10]=2[CH:9]=1.ClC1N=CC2C=C(C3C=CC=CC=3Cl)N(CC3[O:64]CCN(C(OC(C)(C)C)=O)C3)C=2N=1. (2) Given the product [CH2:15]([O:1][C:2]1[CH:3]=[CH:4][C:5]([C:6]([OH:8])=[O:7])=[CH:11][CH:12]=1)[CH:14]=[CH2:13], predict the reactants needed to synthesize it. The reactants are: [OH:1][C:2]1[CH:12]=[CH:11][C:5]([C:6]([O:8]CC)=[O:7])=[CH:4][CH:3]=1.[CH2:13](Br)[CH:14]=[CH2:15].C(=O)([O-])[O-].[K+].[K+]. (3) Given the product [O:11]=[C:9]([CH2:5][C:4]1[CH:16]=[CH:12][CH:13]=[CH:2][CH:3]=1)[CH2:8][C:6]#[N:7], predict the reactants needed to synthesize it. The reactants are: [Li][CH2:2][CH2:3][CH2:4][CH3:5].[C:6]([CH2:8][C:9]([OH:11])=O)#[N:7].[CH2:12]1[CH2:16]OC[CH2:13]1. (4) Given the product [CH3:19][C:22]([CH2:27][C:26]([CH2:84][C:83]([OH:82])=[O:85])=[O:29])=[O:23], predict the reactants needed to synthesize it. The reactants are: CC1C=C[C:19]([C@H:22]2[C@H:27](O)[C@@H:26]([OH:29])[C@H](O)[C@@H](SC)[O:23]2)=CC=1CC1C=CC(OCCCC(O)=O)=CC=1.NC(C)(C)C(N1CCN(C)CC1)=O.CN(C(ON1N=NC2C=CC=NC1=2)=[N+](C)C)C.F[P-](F)(F)(F)(F)F.CCN(C(C)C)C(C)C.C([O:82][C:83](=[O:85])[CH3:84])(=O)C.